From a dataset of Full USPTO retrosynthesis dataset with 1.9M reactions from patents (1976-2016). Predict the reactants needed to synthesize the given product. (1) Given the product [CH:1]1([C:6]([N:8]2[CH2:13][CH:12]([C:14]3[CH:15]=[CH:16][C:17]([CH2:20][CH3:21])=[CH:18][CH:19]=3)[CH2:11][CH:10]([C:22]3[O:24][N:35]=[C:27]([CH2:28][N:29]4[CH2:34][CH2:33][O:32][CH2:31][CH2:30]4)[N:26]=3)[CH2:9]2)=[O:7])[CH2:2][CH2:3][CH2:4][CH2:5]1, predict the reactants needed to synthesize it. The reactants are: [CH:1]1([C:6]([N:8]2[CH2:13][CH:12]([C:14]3[CH:19]=[CH:18][C:17]([CH2:20][CH3:21])=[CH:16][CH:15]=3)[CH2:11][CH:10]([C:22]([OH:24])=O)[CH2:9]2)=[O:7])[CH2:5][CH2:4][CH2:3][CH2:2]1.O[NH:26][C:27](=[NH:35])[CH2:28][N:29]1[CH2:34][CH2:33][O:32][CH2:31][CH2:30]1. (2) Given the product [NH2:1][C:2]1[N:3]=[CH:4][C:5]([C:18]2[CH:19]=[CH:20][C:21]([CH2:22][NH:23][CH:24]3[CH2:29][CH2:28][NH:27][C@@H:26]([C:37]([O:39][CH:40]4[CH2:41][CH2:42][CH2:43][CH2:44]4)=[O:38])[CH2:25]3)=[CH:45][CH:46]=2)=[N:6][C:7]=1[NH:8][CH2:9][C:10]1[C:15]([Cl:16])=[CH:14][CH:13]=[CH:12][C:11]=1[Cl:17], predict the reactants needed to synthesize it. The reactants are: [NH2:1][C:2]1[N:3]=[CH:4][C:5]([C:18]2[CH:46]=[CH:45][C:21]([CH2:22][NH:23][CH:24]3[CH2:29][CH2:28][N:27](C(OC(C)(C)C)=O)[C@@H:26]([C:37]([O:39][CH:40]4[CH2:44][CH2:43][CH2:42][CH2:41]4)=[O:38])[CH2:25]3)=[CH:20][CH:19]=2)=[N:6][C:7]=1[NH:8][CH2:9][C:10]1[C:15]([Cl:16])=[CH:14][CH:13]=[CH:12][C:11]=1[Cl:17].Cl. (3) Given the product [CH2:1]([O:19][C:20]1[CH:21]=[C:22]([CH2:45][CH:46]=[O:47])[CH:23]=[C:24]([O:26][CH2:27][CH2:28][CH2:29][CH2:30][CH2:31][CH2:32][CH2:33][CH2:34]/[CH:35]=[CH:36]\[CH2:37]/[CH:38]=[CH:39]\[CH2:40][CH2:41][CH2:42][CH2:43][CH3:44])[CH:25]=1)[CH2:2][CH2:3][CH2:4][CH2:5][CH2:6][CH2:7][CH2:8]/[CH:9]=[CH:10]\[CH2:11]/[CH:12]=[CH:13]\[CH2:14][CH2:15][CH2:16][CH2:17][CH3:18], predict the reactants needed to synthesize it. The reactants are: [CH2:1]([O:19][C:20]1[CH:21]=[C:22]([CH2:45][CH2:46][OH:47])[CH:23]=[C:24]([O:26][CH2:27][CH2:28][CH2:29][CH2:30][CH2:31][CH2:32][CH2:33][CH2:34]/[CH:35]=[CH:36]\[CH2:37]/[CH:38]=[CH:39]\[CH2:40][CH2:41][CH2:42][CH2:43][CH3:44])[CH:25]=1)[CH2:2][CH2:3][CH2:4][CH2:5][CH2:6][CH2:7][CH2:8]/[CH:9]=[CH:10]\[CH2:11]/[CH:12]=[CH:13]\[CH2:14][CH2:15][CH2:16][CH2:17][CH3:18].CC(OI1(OC(C)=O)(OC(C)=O)OC(=O)C2C=CC=CC1=2)=O. (4) Given the product [ClH:39].[NH2:13][C:14]1[CH:19]=[CH:18][C:17]([CH2:20][CH2:21][NH:22][C:23]2[CH:28]=[C:27]([C:29]3[CH:34]=[CH:33][CH:32]=[C:31]([O:35][CH3:36])[CH:30]=3)[N:26]=[C:25]([O:37][CH3:38])[N:24]=2)=[CH:16][CH:15]=1, predict the reactants needed to synthesize it. The reactants are: [N+](C1C=CC(CCN)=CC=1)([O-])=O.[NH2:13][C:14]1[CH:19]=[CH:18][C:17]([CH2:20][CH2:21][NH:22][C:23]2[CH:28]=[C:27]([C:29]3[CH:34]=[CH:33][CH:32]=[C:31]([O:35][CH3:36])[CH:30]=3)[N:26]=[C:25]([O:37][CH3:38])[N:24]=2)=[CH:16][CH:15]=1.[ClH:39]. (5) Given the product [CH2:1]([O:8][C:9]([NH:11][C:12]([CH3:17])([CH3:16])[C:13]([O:15][CH2:18][CH3:19])=[O:14])=[O:10])[C:2]1[CH:3]=[CH:4][CH:5]=[CH:6][CH:7]=1, predict the reactants needed to synthesize it. The reactants are: [CH2:1]([O:8][C:9]([NH:11][C:12]([CH3:17])([CH3:16])[C:13]([OH:15])=[O:14])=[O:10])[C:2]1[CH:7]=[CH:6][CH:5]=[CH:4][CH:3]=1.[CH2:18](O)[CH3:19].C1(C)C=CC(S(O)(=O)=O)=CC=1. (6) The reactants are: [F:1][C:2]1[CH:3]=[C:4]([CH2:9][C:10]([C:12]2[CH:17]=[CH:16][CH:15]=[CH:14][C:13]=2[OH:18])=[O:11])[CH:5]=[C:6]([F:8])[CH:7]=1.[C:19](OC(=O)CC)(=O)[CH2:20][CH3:21].Cl. Given the product [F:1][C:2]1[CH:3]=[C:4]([C:9]2[C:10](=[O:11])[C:12]3[C:13](=[CH:14][CH:15]=[CH:16][CH:17]=3)[O:18][C:19]=2[CH2:20][CH3:21])[CH:5]=[C:6]([F:8])[CH:7]=1, predict the reactants needed to synthesize it. (7) Given the product [CH2:24]([N:14]1[C:15]2[C:11](=[CH:10][C:9]([N+:6]([O-:8])=[O:7])=[CH:17][CH:16]=2)[CH:12]=[N:13]1)[C:25]1[CH:30]=[CH:29][CH:28]=[CH:27][CH:26]=1, predict the reactants needed to synthesize it. The reactants are: CN(C=O)C.[N+:6]([C:9]1[CH:10]=[C:11]2[C:15](=[CH:16][CH:17]=1)[NH:14][N:13]=[CH:12]2)([O-:8])=[O:7].C(=O)([O-])[O-].[K+].[K+].[CH2:24](Br)[C:25]1[CH:30]=[CH:29][CH:28]=[CH:27][CH:26]=1. (8) Given the product [Si:5]([O:8][CH2:9][C:10]1[CH:15]=[C:14]([O:16][CH3:17])[CH:13]=[CH:12][C:11]=1[NH2:18])([C:1]([CH3:4])([CH3:3])[CH3:2])([CH3:6])[CH3:7], predict the reactants needed to synthesize it. The reactants are: [C:1]([Si:5]([O:8][CH2:9][C:10]1[CH:15]=[C:14]([O:16][CH3:17])[CH:13]=[CH:12][C:11]=1[N+:18]([O-])=O)([CH3:7])[CH3:6])([CH3:4])([CH3:3])[CH3:2]. (9) Given the product [ClH:1].[ClH:1].[NH2:3][CH:4]([C:17]1[CH:31]=[CH:30][C:20]([C:21]([NH:23][C:24]2[CH:29]=[CH:28][N:27]=[CH:26][CH:25]=2)=[O:22])=[CH:19][CH:18]=1)[CH2:5][N:6]([S:8]([C:11]1[CH:12]=[CH:13][C:14]([Cl:1])=[CH:15][CH:16]=1)(=[O:10])=[O:9])[CH3:7].[Cl:1][C:14]1[CH:15]=[CH:16][C:11]([S:8]([Cl:2])(=[O:10])=[O:9])=[CH:12][CH:13]=1, predict the reactants needed to synthesize it. The reactants are: [ClH:1].[ClH:2].[NH2:3][CH:4]([C:17]1[CH:31]=[CH:30][C:20]([C:21]([NH:23][C:24]2[CH:29]=[CH:28][N:27]=[CH:26][CH:25]=2)=[O:22])=[CH:19][CH:18]=1)[CH2:5][N:6]([S:8]([C:11]1[CH:16]=[CH:15][CH:14]=[CH:13][CH:12]=1)(=[O:10])=[O:9])[CH3:7].C(OC(=O)NC(C1C=CC(C(=O)NC2C=CN=CC=2)=CC=1)C1CCCN1)(C)(C)C.